Dataset: Reaction yield outcomes from USPTO patents with 853,638 reactions. Task: Predict the reaction yield, written as a fraction of the theoretical maximum amount of product (1.0 means a 100% yield; for example, 0.34 means a 34% yield). The reactants are [CH2:1]([N:3]1[C:12]2[C:7](=[CH:8][CH:9]=[CH:10][CH:11]=2)[N:6]=[C:5]([CH2:13][S:14][C:15]2[CH:20]=[CH:19][C:18]([CH3:21])=[CH:17][CH:16]=2)[C:4]1=[O:22])[CH3:2].[OH:23]OS([O-])=O.[K+].[OH2:29]. The catalyst is C1COCC1.O. The product is [CH2:1]([N:3]1[C:12]2[C:7](=[CH:8][CH:9]=[CH:10][CH:11]=2)[N:6]=[C:5]([CH2:13][S:14]([C:15]2[CH:16]=[CH:17][C:18]([CH3:21])=[CH:19][CH:20]=2)(=[O:23])=[O:29])[C:4]1=[O:22])[CH3:2]. The yield is 0.500.